From a dataset of Peptide-MHC class I binding affinity with 185,985 pairs from IEDB/IMGT. Regression. Given a peptide amino acid sequence and an MHC pseudo amino acid sequence, predict their binding affinity value. This is MHC class I binding data. (1) The peptide sequence is RYPGVMYAF. The MHC is HLA-B08:01 with pseudo-sequence HLA-B08:01. The binding affinity (normalized) is 0.0847. (2) The MHC is HLA-A02:01 with pseudo-sequence HLA-A02:01. The peptide sequence is SSHPLREPV. The binding affinity (normalized) is 0. (3) The peptide sequence is NDRPKQAW. The MHC is Mamu-A11 with pseudo-sequence Mamu-A11. The binding affinity (normalized) is 0. (4) The peptide sequence is VMTDGPANK. The MHC is HLA-B51:01 with pseudo-sequence HLA-B51:01. The binding affinity (normalized) is 0.0847. (5) The peptide sequence is ATLKMRPMF. The MHC is HLA-A01:01 with pseudo-sequence HLA-A01:01. The binding affinity (normalized) is 0. (6) The peptide sequence is KKSEIYVAW. The MHC is Mamu-B3901 with pseudo-sequence Mamu-B3901. The binding affinity (normalized) is 0.155. (7) The peptide sequence is TLNAWVKVV. The MHC is HLA-B58:01 with pseudo-sequence HLA-B58:01. The binding affinity (normalized) is 0.559. (8) The peptide sequence is GALDLSHFL. The MHC is HLA-B15:01 with pseudo-sequence HLA-B15:01. The binding affinity (normalized) is 0. (9) The peptide sequence is LNGRKRSTM. The MHC is HLA-B08:01 with pseudo-sequence HLA-B08:01. The binding affinity (normalized) is 0.574. (10) The peptide sequence is MDSNTVSSF. The MHC is HLA-B45:01 with pseudo-sequence HLA-B45:01. The binding affinity (normalized) is 0.